This data is from Reaction yield outcomes from USPTO patents with 853,638 reactions. The task is: Predict the reaction yield, written as a fraction of the theoretical maximum amount of product (1.0 means a 100% yield; for example, 0.34 means a 34% yield). (1) The reactants are O1CCCC1.[CH2:6]([O:10][C:11]1[CH:12]=[C:13]([CH2:17][C:18](Cl)=[N:19][OH:20])[CH:14]=[CH:15][CH:16]=1)[CH2:7][CH2:8][CH3:9].[C:22]([C:24]1[C:25]([NH2:30])=[N:26][CH:27]=[CH:28][CH:29]=1)#[CH:23].C(N(CC)CC)C. The catalyst is O. The product is [CH2:6]([O:10][C:11]1[CH:12]=[C:13]([CH:14]=[CH:15][CH:16]=1)[CH2:17][C:18]1[CH:23]=[C:22]([C:24]2[C:25]([NH2:30])=[N:26][CH:27]=[CH:28][CH:29]=2)[O:20][N:19]=1)[CH2:7][CH2:8][CH3:9]. The yield is 0.0800. (2) The reactants are [Cl:1][C:2]1[C:7](Cl)=[CH:6][C:5]([O:9][CH2:10][CH:11]([O:15][CH2:16][CH3:17])[O:12][CH2:13][CH3:14])=[CH:4][N:3]=1.C[C:19]([CH3:22])([O-])C.[K+].[CH3:24][N:25](C)[C:26](=[O:28])[CH3:27].[CH3:30][N:31]1[CH:35]=[CH:34][C:33]([NH:36][C:37]2[C:46]3[C:41](=[CH:42][CH:43]=[C:44]([OH:47])[CH:45]=3)[N:40]=[CH:39][N:38]=2)=[N:32]1.C(Cl)(Cl)[Cl:49]. The catalyst is O. The product is [Cl:49][C:27]1[C:26]([O:28][C:44]2[CH:45]=[C:46]3[C:41](=[CH:42][CH:43]=2)[N:40]=[CH:39][N:38]=[C:37]3[NH:36][C:33]2[CH:34]=[CH:35][N:31]([CH3:30])[N:32]=2)=[N:25][CH:24]=[C:19]([CH2:10][CH:11]([O:12][CH2:13][CH3:14])[O:15][CH2:16][CH3:17])[CH:22]=1.[Cl:1][C:2]1[C:7]([O:47][C:44]2[CH:45]=[C:46]3[C:41](=[CH:42][CH:43]=2)[N:40]=[CH:39][N:38]=[C:37]3[NH:36][C:33]2[CH:34]=[CH:35][N:31]([CH3:30])[N:32]=2)=[CH:6][C:5]([O:9][CH2:10][CH:11]([O:15][CH2:16][CH3:17])[O:12][CH2:13][CH3:14])=[CH:4][N:3]=1. The yield is 0.450. (3) No catalyst specified. The yield is 0.980. The reactants are [CH2:1]([N:8]1[CH:12]=[CH:11][N:10]=[CH:9]1)[C:2]1[CH:7]=[CH:6][CH:5]=[CH:4][CH:3]=1.[Br:13][CH2:14][CH2:15][CH2:16][CH3:17]. The product is [Br-:13].[CH2:1]([N+:8]1[CH:12]=[CH:11][N:10]([CH2:14][CH2:15][CH2:16][CH3:17])[CH:9]=1)[C:2]1[CH:3]=[CH:4][CH:5]=[CH:6][CH:7]=1.